Dataset: TCR-epitope binding with 47,182 pairs between 192 epitopes and 23,139 TCRs. Task: Binary Classification. Given a T-cell receptor sequence (or CDR3 region) and an epitope sequence, predict whether binding occurs between them. (1) The epitope is TSDLATNNLVVMAY. The TCR CDR3 sequence is CASSQRIALGDEQYF. Result: 0 (the TCR does not bind to the epitope). (2) The epitope is YLQPRTFLL. The TCR CDR3 sequence is CASSLGTSSYNSPLHF. Result: 0 (the TCR does not bind to the epitope).